This data is from Full USPTO retrosynthesis dataset with 1.9M reactions from patents (1976-2016). The task is: Predict the reactants needed to synthesize the given product. (1) Given the product [F:1][C:2]1[CH:27]=[CH:26][CH:25]=[CH:24][C:3]=1[CH2:4][N:5]1[C:9]([C:10]2[N:11]=[C:12]([OH:16])[CH:13]=[CH:14][CH:15]=2)=[CH:8][C:7]([C:18]2[CH:23]=[CH:22][CH:21]=[CH:20][N:19]=2)=[N:6]1, predict the reactants needed to synthesize it. The reactants are: [F:1][C:2]1[CH:27]=[CH:26][CH:25]=[CH:24][C:3]=1[CH2:4][N:5]1[C:9]([C:10]2[CH:15]=[CH:14][CH:13]=[C:12]([O:16]C)[N:11]=2)=[CH:8][C:7]([C:18]2[CH:23]=[CH:22][CH:21]=[CH:20][N:19]=2)=[N:6]1.Br.C(=O)(O)[O-].[Na+]. (2) The reactants are: [C:1]([C:5]1[N:6]=[C:7]([N:22]2[CH2:27][CH2:26]OC[CH2:23]2)[C:8]2[N:13]=[N:12][N:11]([CH2:14][C:15]3[CH:20]=[CH:19][CH:18]=[CH:17][C:16]=3[Cl:21])[C:9]=2[N:10]=1)([CH3:4])([CH3:3])[CH3:2].C(C1N=C(Cl)C2N=NN(CC3C=CC=CC=3Cl)C=2N=1)(C)(C)C.C(O)(=O)C(O)=O.[CH2:56]1C2(CNC2)[CH2:58][O:57]1. Given the product [C:1]([C:5]1[N:6]=[C:7]([N:22]2[CH2:23][C:26]3([CH2:58][O:57][CH2:56]3)[CH2:27]2)[C:8]2[N:13]=[N:12][N:11]([CH2:14][C:15]3[CH:20]=[CH:19][CH:18]=[CH:17][C:16]=3[Cl:21])[C:9]=2[N:10]=1)([CH3:3])([CH3:4])[CH3:2], predict the reactants needed to synthesize it. (3) Given the product [Si:1]([O:8][C@H:9]([CH2:15][CH2:16][C@:17]1([CH3:30])[C@H:21]([CH:22]=[CH2:23])[O:20][C@H:19]([C:24]2[CH:25]=[CH:26][CH:27]=[CH:28][CH:29]=2)[O:18]1)[CH2:10][C:11]([OH:13])=[O:12])([C:4]([CH3:5])([CH3:6])[CH3:7])([CH3:3])[CH3:2], predict the reactants needed to synthesize it. The reactants are: [Si:1]([O:8][C@H:9]([CH2:15][CH2:16][C@:17]1([CH3:30])[C@H:21]([CH:22]=[CH2:23])[O:20][C@H:19]([C:24]2[CH:29]=[CH:28][CH:27]=[CH:26][CH:25]=2)[O:18]1)[CH2:10][C:11]([O:13]C)=[O:12])([C:4]([CH3:7])([CH3:6])[CH3:5])([CH3:3])[CH3:2].[OH-].[Li+].Cl.